This data is from Catalyst prediction with 721,799 reactions and 888 catalyst types from USPTO. The task is: Predict which catalyst facilitates the given reaction. (1) Reactant: [CH2:1]([N:8]1[C:15](=[O:16])[C@H:14]2[N:10]([C@H:11]([C:17]3[CH:22]=[CH:21][CH:20]=[CH:19][CH:18]=3)[S:12][CH2:13]2)[C:9]1=[O:23])[C:2]1[CH:7]=[CH:6][CH:5]=[CH:4][CH:3]=1.[Na].[BH4-].[BH4-].[Na+]. Product: [CH2:1]([N:8]1[CH:15]([OH:16])[C@H:14]2[N:10]([C@H:11]([C:17]3[CH:22]=[CH:21][CH:20]=[CH:19][CH:18]=3)[S:12][CH2:13]2)[C:9]1=[O:23])[C:2]1[CH:7]=[CH:6][CH:5]=[CH:4][CH:3]=1. The catalyst class is: 36. (2) Reactant: [Cl:1][C:2]1[N:7]=[C:6](Cl)[C:5]([N+:9]([O-:11])=[O:10])=[CH:4][N:3]=1.[CH2:12]([CH:14]([NH2:17])[CH2:15][CH3:16])[CH3:13].CCN(C(C)C)C(C)C. Product: [Cl:1][C:2]1[N:7]=[C:6]([NH:17][CH:14]([CH2:15][CH3:16])[CH2:12][CH3:13])[C:5]([N+:9]([O-:11])=[O:10])=[CH:4][N:3]=1. The catalyst class is: 14. (3) The catalyst class is: 5. Reactant: [CH3:1][C:2]1[CH:7]=[C:6]([CH3:8])[CH:5]=[CH:4][C:3]=1[CH:9]([C:31]1[CH:36]=[CH:35][CH:34]=[CH:33][CH:32]=1)[NH:10][C:11](=[O:30])[CH2:12][C:13]1[CH:18]=[CH:17][C:16]([O:19][CH2:20][C:21]([C:23]2[C:24]([CH3:29])=[N:25][CH:26]=[CH:27][CH:28]=2)=[O:22])=[CH:15][CH:14]=1.[BH4-].[Na+].O. Product: [CH3:1][C:2]1[CH:7]=[C:6]([CH3:8])[CH:5]=[CH:4][C:3]=1[CH:9]([C:31]1[CH:32]=[CH:33][CH:34]=[CH:35][CH:36]=1)[NH:10][C:11](=[O:30])[CH2:12][C:13]1[CH:18]=[CH:17][C:16]([O:19][CH2:20][CH:21]([OH:22])[C:23]2[C:24]([CH3:29])=[N:25][CH:26]=[CH:27][CH:28]=2)=[CH:15][CH:14]=1. (4) Reactant: [O:1]=[C:2]1[CH2:7][CH2:6][CH2:5][CH:4]([C:8]([OH:10])=[O:9])[CH2:3]1.[CH2:11](O)[CH3:12].C1(C)C=CC(S(O)(=O)=O)=CC=1. Product: [O:1]=[C:2]1[CH2:7][CH2:6][CH2:5][CH:4]([C:8]([O:10][CH2:11][CH3:12])=[O:9])[CH2:3]1. The catalyst class is: 11. (5) Reactant: [C:1]([SH:9])(=[S:8])[C:2]1[CH:7]=[CH:6][CH:5]=[CH:4][CH:3]=1.[CH:10]([C:12]1[CH:17]=[CH:16][C:15]([O:18][CH3:19])=[CH:14][CH:13]=1)=[CH2:11]. Product: [C:1]([S:9][CH:10]([C:12]1[CH:17]=[CH:16][C:15]([O:18][CH3:19])=[CH:14][CH:13]=1)[CH3:11])(=[S:8])[C:2]1[CH:7]=[CH:6][CH:5]=[CH:4][CH:3]=1. The catalyst class is: 53. (6) Reactant: CN([C:4]1[C:9]([C:4]2[C:9](P(C3CCCCC3)C3CCCCC3)=[CH:8][CH:7]=[CH:6][CH:5]=2)=[CH:8][CH:7]=[CH:6][CH:5]=1)C.CC(C)([O-])C.[Na+].[NH2:35][C@H:36]1[C:45]2[C:40](=[CH:41][CH:42]=[C:43]([N:46]3[CH2:51][CH2:50][O:49][CH2:48][CH2:47]3)[CH:44]=2)[N:39]([C:52](=[O:54])[CH3:53])[C@@H:38]([CH2:55][CH3:56])[C@@H:37]1[CH3:57].BrC1C=CC=CC=1. Product: [CH2:55]([C@H:38]1[C@H:37]([CH3:57])[C@@H:36]([NH:35][C:4]2[CH:9]=[CH:8][CH:7]=[CH:6][CH:5]=2)[C:45]2[C:40](=[CH:41][CH:42]=[C:43]([N:46]3[CH2:47][CH2:48][O:49][CH2:50][CH2:51]3)[CH:44]=2)[N:39]1[C:52](=[O:54])[CH3:53])[CH3:56]. The catalyst class is: 102. (7) Reactant: [NH:1]1[C:9]2[CH2:8][CH2:7][N:6]([C:10]([O:12][C:13]([CH3:16])([CH3:15])[CH3:14])=[O:11])[CH2:5][C:4]=2[CH:3]=[C:2]1[C:17]([O:19][CH2:20][CH3:21])=[O:18].[H-].[Na+].[CH3:24]I. Product: [CH3:24][N:1]1[C:9]2[CH2:8][CH2:7][N:6]([C:10]([O:12][C:13]([CH3:16])([CH3:15])[CH3:14])=[O:11])[CH2:5][C:4]=2[CH:3]=[C:2]1[C:17]([O:19][CH2:20][CH3:21])=[O:18]. The catalyst class is: 1. (8) Reactant: [NH2:1][C:2]1[CH:3]=[C:4]2[C:9](=[CH:10][C:11]=1[NH2:12])[N:8]([CH2:13][CH3:14])[C:7](=[O:15])C[C:5]2([CH3:17])[CH3:16].[CH:18]([C:20]1[C:28]2[C:23](=[CH:24][CH:25]=[C:26]([C:29]([OH:31])=[O:30])[CH:27]=2)[NH:22][N:21]=1)=O.[S].O. Product: [CH2:13]([N:8]1[C:9]2[CH:10]=[C:11]3[NH:12][C:18]([C:20]4[C:28]5[C:23](=[CH:24][CH:25]=[C:26]([C:29]([OH:31])=[O:30])[CH:27]=5)[NH:22][N:21]=4)=[N:1][C:2]3=[CH:3][C:4]=2[C:5]([CH3:16])([CH3:17])[C:7]1=[O:15])[CH3:14]. The catalyst class is: 3. (9) Reactant: [OH:1][CH2:2][CH:3]1[CH2:8][O:7][C:6]2[CH:9]=[CH:10][C:11]([C:14]([OH:16])=O)=[C:12]([CH3:13])[C:5]=2[O:4]1.C1COCC1.[C:22]1([C@H:32]([NH2:34])[CH3:33])[C:31]2[C:26](=[CH:27][CH:28]=[CH:29][CH:30]=2)[CH:25]=[CH:24][CH:23]=1.Cl.CN(C)CCCN=C=NCC. Product: [C:22]1([CH:32]([NH:34][C:14]([C:11]2[CH:10]=[CH:9][C:6]3[O:7][CH2:8][CH:3]([CH2:2][OH:1])[O:4][C:5]=3[C:12]=2[CH3:13])=[O:16])[CH3:33])[C:31]2[C:26](=[CH:27][CH:28]=[CH:29][CH:30]=2)[CH:25]=[CH:24][CH:23]=1. The catalyst class is: 809.